Regression. Given a peptide amino acid sequence and an MHC pseudo amino acid sequence, predict their binding affinity value. This is MHC class II binding data. From a dataset of Peptide-MHC class II binding affinity with 134,281 pairs from IEDB. (1) The peptide sequence is WFLPSIRAANVMAAS. The MHC is DRB1_0901 with pseudo-sequence DRB1_0901. The binding affinity (normalized) is 0.750. (2) The MHC is HLA-DQA10501-DQB10201 with pseudo-sequence HLA-DQA10501-DQB10201. The binding affinity (normalized) is 0.189. The peptide sequence is LPPIVAKEIVASCDKC. (3) The peptide sequence is EKKYCAATQFEPLAA. The MHC is HLA-DQA10301-DQB10302 with pseudo-sequence HLA-DQA10301-DQB10302. The binding affinity (normalized) is 0.331. (4) The peptide sequence is ARNLVPMVATVQGQN. The MHC is DRB1_1501 with pseudo-sequence DRB1_1501. The binding affinity (normalized) is 0.331.